This data is from Forward reaction prediction with 1.9M reactions from USPTO patents (1976-2016). The task is: Predict the product of the given reaction. (1) Given the reactants C(O)(C)C.[C:5]([O:9][C:10](=[O:23])[NH:11][CH2:12][CH2:13][N:14]1[CH2:21][CH:20]2[O:22][CH:16]([CH2:17][NH:18][CH2:19]2)[CH2:15]1)([CH3:8])([CH3:7])[CH3:6].[O:24]1[CH2:26][C@H:25]1[CH2:27][O:28][C:29]1[CH:36]=[CH:35][C:32]([C:33]#[N:34])=[CH:31][CH:30]=1, predict the reaction product. The product is: [C:33]([C:32]1[CH:35]=[CH:36][C:29]([O:28][CH2:27][C@@H:25]([OH:24])[CH2:26][N:18]2[CH2:17][CH:16]3[O:22][CH:20]([CH2:21][N:14]([CH2:13][CH2:12][NH:11][C:10](=[O:23])[O:9][C:5]([CH3:8])([CH3:6])[CH3:7])[CH2:15]3)[CH2:19]2)=[CH:30][CH:31]=1)#[N:34]. (2) Given the reactants [Cl:1][C:2]1[N:7]=[C:6](Cl)[C:5]([N+:9]([O-:11])=[O:10])=[CH:4][N:3]=1.C(N(C(C)C)CC)(C)C.[I:21][C:22]1[C:23]([CH3:30])=[C:24]([CH:27]=[CH:28][CH:29]=1)[CH2:25][NH2:26], predict the reaction product. The product is: [I:21][C:22]1[C:23]([CH3:30])=[C:24]([CH:27]=[CH:28][CH:29]=1)[CH2:25][NH:26][C:6]1[C:5]([N+:9]([O-:11])=[O:10])=[CH:4][N:3]=[C:2]([Cl:1])[N:7]=1.